This data is from Catalyst prediction with 721,799 reactions and 888 catalyst types from USPTO. The task is: Predict which catalyst facilitates the given reaction. The catalyst class is: 4. Reactant: Cl.C(N=C=NCCCN(C)C)C.[C:13]([C:18]1[CH:26]=[CH:25][C:21]([C:22]([OH:24])=O)=[CH:20][CH:19]=1)(=[O:17])[CH2:14][CH2:15][CH3:16].Cl.[NH2:28][CH2:29][CH2:30][C:31]([O:33][CH3:34])=[O:32].ON1C2N=CC=CC=2N=N1.C(N(CC)CC)C. Product: [C:13]([C:18]1[CH:19]=[CH:20][C:21]([C:22]([NH:28][CH2:29][CH2:30][C:31]([O:33][CH3:34])=[O:32])=[O:24])=[CH:25][CH:26]=1)(=[O:17])[CH2:14][CH2:15][CH3:16].